Task: Predict the product of the given reaction.. Dataset: Forward reaction prediction with 1.9M reactions from USPTO patents (1976-2016) Given the reactants [F:1][C:2]1[CH:7]=[CH:6][C:5]([C@@H:8]2[N:17]=[C:16]([NH:18][O:19]C3CCCCO3)[C:15]3[C:14]([CH3:26])=[N:13][C:12]([NH2:27])=[N:11][C:10]=3[CH2:9]2)=[C:4]([C:28]2[CH:33]=[CH:32][CH:31]=[C:30]([O:34][CH3:35])[N:29]=2)[CH:3]=1.Cl, predict the reaction product. The product is: [NH2:27][C:12]1[N:13]=[C:14]([CH3:26])[C:15]2=[C:10]([CH2:9][C@H:8]([C:5]3[CH:6]=[CH:7][C:2]([F:1])=[CH:3][C:4]=3[C:28]3[CH:33]=[CH:32][CH:31]=[C:30]([O:34][CH3:35])[N:29]=3)[NH:17]/[C:16]/2=[N:18]\[OH:19])[N:11]=1.